This data is from Forward reaction prediction with 1.9M reactions from USPTO patents (1976-2016). The task is: Predict the product of the given reaction. (1) The product is: [NH:12]1[C:13]2[C:18](=[CH:17][CH:16]=[CH:15][CH:14]=2)[CH:19]=[C:11]1[C:10]1[N:9]=[C:8]([CH:20]2[CH2:25][CH2:24][NH:23][CH2:22][CH2:21]2)[N:4]2[CH:5]=[CH:6][N:7]=[C:2]([NH2:1])[C:3]=12. Given the reactants [NH2:1][C:2]1[C:3]2[N:4]([C:8]([CH:20]3[CH2:25][CH2:24][N:23](C(OCC4C=CC=CC=4)=O)[CH2:22][CH2:21]3)=[N:9][C:10]=2[C:11]2[NH:12][C:13]3[C:18]([CH:19]=2)=[CH:17][CH:16]=[CH:15][CH:14]=3)[CH:5]=[CH:6][N:7]=1, predict the reaction product. (2) Given the reactants [CH2:1]([C:5]1[NH:6][CH:7]=[CH:8][CH:9]=1)CCC.[OH-:10].[K+].CS(C)=O.[Br:16][CH2:17][CH2:18]Br, predict the reaction product. The product is: [Br:16][CH2:17][CH2:18][N:6]1[CH:7]=[CH:8][CH:9]=[C:5]1[CH:1]=[O:10]. (3) Given the reactants [NH:1]1[C:5]2[CH:6]=[CH:7][CH:8]=[CH:9][C:4]=2[N:3]=[C:2]1[CH2:10][N:11]([CH2:30][CH:31](OC)OC)[C:12]([C:14]1[NH:15][CH:16]=[C:17]([C:19](=[O:29])[C:20]2[C:25]([F:26])=[CH:24][C:23]([F:27])=[CH:22][C:21]=2[F:28])[CH:18]=1)=[O:13], predict the reaction product. The product is: [NH:3]1[C:4]2[CH:9]=[CH:8][CH:7]=[CH:6][C:5]=2[N:1]=[C:2]1[CH2:10][N:11]1[CH:30]=[CH:31][C:18]2[C:17]([C:19](=[O:29])[C:20]3[C:21]([F:28])=[CH:22][C:23]([F:27])=[CH:24][C:25]=3[F:26])=[CH:16][NH:15][C:14]=2[C:12]1=[O:13]. (4) Given the reactants [C:1](Cl)(=[O:5])[C:2](Cl)=[O:3].CS(C)=O.[Br:11][CH2:12][CH2:13][CH2:14][CH2:15][CH2:16][CH2:17][CH2:18][CH2:19][CH2:20]O.C(N(CC)CC)C, predict the reaction product. The product is: [Br:11][CH2:12][CH2:13][CH2:14][CH2:15][CH2:16][CH2:17][CH2:18][CH2:19][CH:20]1[O:5][CH2:1][CH2:2][O:3]1. (5) Given the reactants [F:1][C:2]1[CH:7]=[CH:6][C:5]([N:8]2[C:12]([C:13]3[CH:23]=[CH:22][C:16]4[O:17][CH2:18][C:19](=[O:21])[NH:20][C:15]=4[CH:14]=3)=[CH:11][C:10]([CH:24](O)[CH3:25])=[N:9]2)=[CH:4][CH:3]=1.C([SiH](CC)CC)C.C(O)(C(F)(F)F)=O, predict the reaction product. The product is: [CH2:24]([C:10]1[CH:11]=[C:12]([C:13]2[CH:23]=[CH:22][C:16]3[O:17][CH2:18][C:19](=[O:21])[NH:20][C:15]=3[CH:14]=2)[N:8]([C:5]2[CH:6]=[CH:7][C:2]([F:1])=[CH:3][CH:4]=2)[N:9]=1)[CH3:25]. (6) Given the reactants Br.[NH2:2][C:3]1[C:11]([OH:12])=[CH:10][C:9]([CH3:13])=[CH:8][C:4]=1[C:5]([OH:7])=[O:6].S(Cl)(Cl)=O.[CH3:18]O, predict the reaction product. The product is: [NH2:2][C:3]1[C:11]([OH:12])=[CH:10][C:9]([CH3:13])=[CH:8][C:4]=1[C:5]([O:7][CH3:18])=[O:6]. (7) Given the reactants Br[CH2:2][C:3]([C:5]1[CH:10]=[CH:9][CH:8]=[CH:7][CH:6]=1)=[O:4].[C:11]1(=[O:21])[NH:15][C:14](=[O:16])[C:13]2=[CH:17][CH:18]=[CH:19][CH:20]=[C:12]12.[K].O, predict the reaction product. The product is: [C:11]1(=[O:21])[N:15]([CH2:2][C:3]([C:5]2[CH:10]=[CH:9][CH:8]=[CH:7][CH:6]=2)=[O:4])[C:14](=[O:16])[C:13]2=[CH:17][CH:18]=[CH:19][CH:20]=[C:12]12. (8) Given the reactants [Cl:1][C:2]1[S:6][C:5]2[C:7]3([O:20][CH2:21][C:22]([F:24])([F:23])[C:4]=2[CH:3]=1)[CH2:12][CH2:11][N:10]([CH2:13][C:14]1[C:15]([CH3:19])=[N:16][NH:17][CH:18]=1)[CH2:9][CH2:8]3.Br[C:26]1[C:31]([C:32]2[CH:36]=[CH:35][O:34][N:33]=2)=[CH:30][CH:29]=[CH:28][N:27]=1, predict the reaction product. The product is: [Cl:1][C:2]1[S:6][C:5]2[C:7]3([O:20][CH2:21][C:22]([F:23])([F:24])[C:4]=2[CH:3]=1)[CH2:12][CH2:11][N:10]([CH2:13][C:14]1[C:15]([CH3:19])=[N:16][N:17]([C:26]2[C:31]([C:32]4[CH:36]=[CH:35][O:34][N:33]=4)=[CH:30][CH:29]=[CH:28][N:27]=2)[CH:18]=1)[CH2:9][CH2:8]3. (9) Given the reactants [Cl:1][C:2]1[CH:7]=[CH:6][CH:5]=[CH:4][C:3]=1[C:8]([CH3:12])(C)[C:9]#N.CCO.C([O-])([O-])=O.[K+].[K+].OO.CC#[N:26], predict the reaction product. The product is: [Cl:1][C:2]1[CH:7]=[CH:6][CH:5]=[CH:4][C:3]=1[C:8]([NH2:26])([CH3:12])[CH3:9]. (10) The product is: [C:1]([O:5][C:6]([N:8]1[CH2:14][CH2:13][CH2:12][N:11]([C:15]2[CH:16]=[C:17]3[C:18](=[CH:19][CH:20]=2)[N:21]=[CH:30][N:23]([CH2:24][C:25]([O:27][CH3:28])=[O:26])[C:22]3=[O:29])[CH2:10][CH2:9]1)=[O:7])([CH3:4])([CH3:3])[CH3:2]. Given the reactants [C:1]([O:5][C:6]([N:8]1[CH2:14][CH2:13][CH2:12][N:11]([C:15]2[CH:20]=[CH:19][C:18]([NH2:21])=[C:17]([C:22](=[O:29])[NH:23][CH2:24][C:25]([O:27][CH3:28])=[O:26])[CH:16]=2)[CH2:10][CH2:9]1)=[O:7])([CH3:4])([CH3:3])[CH3:2].[CH2:30](OC(OCC)OCC)C, predict the reaction product.